Dataset: Catalyst prediction with 721,799 reactions and 888 catalyst types from USPTO. Task: Predict which catalyst facilitates the given reaction. (1) Reactant: [CH3:1][N:2]1[C:10]([CH:11]=O)=[N:9][C:8]2[C:3]1=[N:4][C:5]([N:19]1[C:23]3[CH:24]=[CH:25][CH:26]=[CH:27][C:22]=3[N:21]=[C:20]1[CH3:28])=[N:6][C:7]=2[N:13]1[CH2:18][CH2:17][O:16][CH2:15][CH2:14]1.[CH3:29][CH:30]([CH3:39])[CH:31]([CH:33]1[CH2:38][CH2:37][NH:36][CH2:35][CH2:34]1)[OH:32].C(O[BH-](OC(=O)C)OC(=O)C)(=O)C.[Na+]. Product: [CH3:29][CH:30]([CH3:39])[CH:31]([CH:33]1[CH2:38][CH2:37][N:36]([CH2:11][C:10]2[N:2]([CH3:1])[C:3]3[C:8]([N:9]=2)=[C:7]([N:13]2[CH2:14][CH2:15][O:16][CH2:17][CH2:18]2)[N:6]=[C:5]([N:19]2[C:23]4[CH:24]=[CH:25][CH:26]=[CH:27][C:22]=4[N:21]=[C:20]2[CH3:28])[N:4]=3)[CH2:35][CH2:34]1)[OH:32]. The catalyst class is: 26. (2) Reactant: [Br:1][C:2]1[CH:3]=[C:4]2[C:8](=[CH:9][CH:10]=1)[NH:7][CH:6]=[CH:5]2.C1(C)C=CC(S(O[CH:21]2[CH2:30][CH2:29][C:24]3([O:28][CH2:27][CH2:26][O:25]3)[CH2:23][CH2:22]2)(=O)=O)=CC=1.[OH-].[K+]. Product: [Br:1][C:2]1[CH:3]=[C:4]2[C:8](=[CH:9][CH:10]=1)[N:7]([CH:21]1[CH2:30][CH2:29][C:24]3([O:28][CH2:27][CH2:26][O:25]3)[CH2:23][CH2:22]1)[CH:6]=[CH:5]2. The catalyst class is: 16.